Task: Predict the reactants needed to synthesize the given product.. Dataset: Full USPTO retrosynthesis dataset with 1.9M reactions from patents (1976-2016) (1) Given the product [Cl:10][C:5]1[CH:4]=[CH:3][C:2]([C:16]2([OH:19])[CH2:15][CH2:14][NH:13][CH2:11][CH2:12]2)=[CH:9][C:6]=1[CH2:7][N:13]([CH2:14][CH3:15])[CH2:11][CH3:12], predict the reactants needed to synthesize it. The reactants are: Br[C:2]1[CH:3]=[CH:4][C:5]([Cl:10])=[C:6]([CH:9]=1)[CH2:7]Br.[CH2:11]([NH:13][CH2:14][CH3:15])[CH3:12].[C:16](=[O:19])([O-])[O-].[K+].[K+]. (2) Given the product [CH2:15]([C@@H:2]1[C:3](=[O:4])[NH:5][C:6]2[CH:11]=[C:10]([CH3:12])[CH:9]=[C:8]([CH3:13])[C:7]=2[O:14]1)[CH:16]([CH3:18])[CH3:17], predict the reactants needed to synthesize it. The reactants are: Cl[C@@H:2]([CH2:15][CH:16]([CH3:18])[CH3:17])[C:3]([NH:5][C:6]1[CH:11]=[C:10]([CH3:12])[CH:9]=[C:8]([CH3:13])[C:7]=1[OH:14])=[O:4].C(=O)([O-])[O-].[K+].[K+].O.Cl. (3) Given the product [C:1]([O:5][C:6](=[O:13])[N:7]([CH2:19][C:18]1[CH:21]=[CH:22][C:15]([F:14])=[CH:16][CH:17]=1)[N:8]1[CH:12]=[CH:11][CH:10]=[CH:9]1)([CH3:4])([CH3:2])[CH3:3], predict the reactants needed to synthesize it. The reactants are: [C:1]([O:5][C:6](=[O:13])[NH:7][N:8]1[CH:12]=[CH:11][CH:10]=[CH:9]1)([CH3:4])([CH3:3])[CH3:2].[F:14][C:15]1[CH:22]=[CH:21][C:18]([CH2:19]Br)=[CH:17][CH:16]=1.[H-].[Na+]. (4) Given the product [Cl:1][C:2]1[CH:7]=[CH:6][C:5]([C:8]2([NH:11][C:12]3[N:17]=[C:16]([O:18][CH2:19][C:20]([F:23])([F:21])[F:22])[N:15]=[C:14]([NH:24][C:25]4[CH:44]=[CH:43][C:28]([C:29]([NH:31][CH2:32][C:33]5([CH2:36][NH:37][C:38](=[O:42])[C:39]([NH:72][C:71]6[CH:73]=[CH:74][C:68]([F:67])=[CH:69][CH:70]=6)=[O:40])[CH2:34][CH2:35]5)=[O:30])=[CH:27][CH:26]=4)[N:13]=3)[CH2:10][CH2:9]2)=[CH:4][CH:3]=1, predict the reactants needed to synthesize it. The reactants are: [Cl:1][C:2]1[CH:7]=[CH:6][C:5]([C:8]2([NH:11][C:12]3[N:17]=[C:16]([O:18][CH2:19][C:20]([F:23])([F:22])[F:21])[N:15]=[C:14]([NH:24][C:25]4[CH:44]=[CH:43][C:28]([C:29]([NH:31][CH2:32][C:33]5([CH2:36][NH:37][C:38](=[O:42])[C:39](O)=[O:40])[CH2:35][CH2:34]5)=[O:30])=[CH:27][CH:26]=4)[N:13]=3)[CH2:10][CH2:9]2)=[CH:4][CH:3]=1.CN(C(ON1N=NC2C=CC=CC1=2)=[N+](C)C)C.[B-](F)(F)(F)F.[F:67][C:68]1[CH:74]=[CH:73][C:71]([NH2:72])=[CH:70][CH:69]=1. (5) The reactants are: [F:1][C:2]1([F:18])[CH2:7][CH2:6][N:5]([CH:8]([C:12]2[CH:17]=[CH:16][CH:15]=[CH:14][CH:13]=2)[C:9]([OH:11])=[O:10])[CH2:4][CH2:3]1.[N:19]12[CH2:26][CH2:25][CH:22]([CH2:23][CH2:24]1)[C@@H:21](O)[CH2:20]2.C1CCC(N=C=NC2CCCCC2)CC1.C1C=CC2N(O)N=NC=2C=1. Given the product [F:18][C:2]1([F:1])[CH2:3][CH2:4][N:5]([CH:8]([C:12]2[CH:17]=[CH:16][CH:15]=[CH:14][CH:13]=2)[C:9]([O:11][C@@H:21]2[CH:22]3[CH2:25][CH2:26][N:19]([CH2:24][CH2:23]3)[CH2:20]2)=[O:10])[CH2:6][CH2:7]1, predict the reactants needed to synthesize it.